This data is from Forward reaction prediction with 1.9M reactions from USPTO patents (1976-2016). The task is: Predict the product of the given reaction. (1) Given the reactants [C:1]1([C:7]2[CH:12]=[C:11](Br)[CH:10]=[CH:9][C:8]=2[O:14][CH3:15])[CH:6]=[CH:5][CH:4]=[CH:3][CH:2]=1.[Li]CCCC.C([O:24][B:25](OC(C)C)[O:26]C(C)C)(C)C.Cl, predict the reaction product. The product is: [C:1]1([C:7]2[CH:12]=[C:11]([B:25]([OH:26])[OH:24])[CH:10]=[CH:9][C:8]=2[O:14][CH3:15])[CH:6]=[CH:5][CH:4]=[CH:3][CH:2]=1. (2) Given the reactants [C:1]([C:3]1[CH:4]=[C:5]2[C:9](=[CH:10][CH:11]=1)[CH2:8][N:7]([C:12]([NH:14][C:15]1[CH:20]=[CH:19][C:18]([C:21](=[O:26])[NH:22][CH2:23][CH2:24][CH3:25])=[CH:17][CH:16]=1)=[O:13])[CH2:6]2)#[N:2].S(=O)(=O)(O)[OH:28], predict the reaction product. The product is: [CH2:23]([NH:22][C:21]([C:18]1[CH:19]=[CH:20][C:15]([NH:14][C:12]([N:7]2[CH2:6][C:5]3[C:9](=[CH:10][CH:11]=[C:3]([C:1]([NH2:2])=[O:28])[CH:4]=3)[CH2:8]2)=[O:13])=[CH:16][CH:17]=1)=[O:26])[CH2:24][CH3:25]. (3) Given the reactants C([O:5][C:6](=[O:18])[CH2:7][O:8][C:9]1[CH:14]=[CH:13][C:12]([Cl:15])=[CH:11][C:10]=1[C:16]#[CH:17])(C)(C)C.Cl.Br[C:21]1[CH:26]=[CH:25][N:24]=[CH:23][CH:22]=1, predict the reaction product. The product is: [Cl:15][C:12]1[CH:13]=[CH:14][C:9]([O:8][CH2:7][C:6]([OH:5])=[O:18])=[C:10]([C:16]#[C:17][C:21]2[CH:26]=[CH:25][N:24]=[CH:23][CH:22]=2)[CH:11]=1. (4) Given the reactants Cl[C:2]1[C:7]([N+:8]([O-:10])=[O:9])=[CH:6][CH:5]=[CH:4][C:3]=1[S:11]([N:14]([CH3:16])[CH3:15])(=[O:13])=[O:12].[CH2:17]([CH2:19][NH2:20])[OH:18], predict the reaction product. The product is: [OH:18][CH2:17][CH2:19][NH:20][C:2]1[C:7]([N+:8]([O-:10])=[O:9])=[CH:6][CH:5]=[CH:4][C:3]=1[S:11]([N:14]([CH3:16])[CH3:15])(=[O:13])=[O:12]. (5) Given the reactants [CH:1]1([CH2:7][CH2:8][C:9](Cl)=[O:10])[CH2:6][CH2:5][CH2:4][CH2:3][CH2:2]1.N1C=CC=CC=1.Cl.[CH3:19][NH:20][O:21][CH3:22], predict the reaction product. The product is: [CH:1]1([CH2:7][CH2:8][C:9]([N:20]([O:21][CH3:22])[CH3:19])=[O:10])[CH2:6][CH2:5][CH2:4][CH2:3][CH2:2]1.